From a dataset of Reaction yield outcomes from USPTO patents with 853,638 reactions. Predict the reaction yield, written as a fraction of the theoretical maximum amount of product (1.0 means a 100% yield; for example, 0.34 means a 34% yield). (1) The reactants are C1(C(C2C=CC=CC=2)=[N:8][C:9]2[CH:10]=[N:11][CH:12]=[C:13]([NH:15][C:16]3[CH:25]=[CH:24][CH:23]=[C:22]4[C:17]=3[CH:18]=[CH:19][N:20]=[CH:21]4)[CH:14]=2)C=CC=CC=1. The catalyst is C1COCC1.O.Cl. The product is [CH:21]1[C:22]2[C:17](=[C:16]([NH:15][C:13]3[CH:12]=[N:11][CH:10]=[C:9]([NH2:8])[CH:14]=3)[CH:25]=[CH:24][CH:23]=2)[CH:18]=[CH:19][N:20]=1. The yield is 0.680. (2) The reactants are Cl[C:2]1[C:3]([C:12]([F:15])([F:14])[F:13])=[CH:4][C:5]([N+:9]([O-:11])=[O:10])=[C:6]([NH2:8])[CH:7]=1.[F:16][C:17]([F:21])([F:20])[CH2:18][OH:19].[OH-].[K+].Cl. The product is [N+:9]([C:5]1[CH:4]=[C:3]([C:12]([F:15])([F:14])[F:13])[C:2]([O:19][CH2:18][C:17]([F:21])([F:20])[F:16])=[CH:7][C:6]=1[NH2:8])([O-:11])=[O:10]. The catalyst is CS(C)=O.O. The yield is 0.980. (3) The reactants are [Cl:1][C:2]1[CH:3]=[CH:4][C:5]([O:27][CH2:28][CH:29]([CH3:31])[CH3:30])=[C:6]([CH2:8][N:9]2[C:13]([CH3:14])=[CH:12][C:11]([C:15]([O:17]N3C4C=CC=CC=4N=N3)=O)=[N:10]2)[CH:7]=1.[NH2:32][C:33]1[CH:38]=[CH:37][C:36]([CH2:39][OH:40])=[CH:35][C:34]=1[O:41][CH3:42]. The catalyst is ClCCl. The product is [Cl:1][C:2]1[CH:3]=[CH:4][C:5]([O:27][CH2:28][CH:29]([CH3:30])[CH3:31])=[C:6]([CH2:8][N:9]2[C:13]([CH3:14])=[CH:12][C:11]([C:15]([NH:32][C:33]3[CH:38]=[CH:37][C:36]([CH2:39][OH:40])=[CH:35][C:34]=3[O:41][CH3:42])=[O:17])=[N:10]2)[CH:7]=1. The yield is 0.750. (4) The yield is 0.980. The reactants are [CH3:1][NH:2][C:3]([N:5]1[CH2:9][CH2:8][CH2:7][CH:6]1[C:10]1[CH:14]=[C:13]([C:15]2[CH:20]=[CH:19][CH:18]=[C:17]([Cl:21])[CH:16]=2)[O:12][N:11]=1)=[S:4].[CH3:22]I. The catalyst is CO.C(=O)(O)[O-].[Na+]. The product is [CH3:22][S:4][C:3]([N:5]1[CH2:9][CH2:8][CH2:7][CH:6]1[C:10]1[CH:14]=[C:13]([C:15]2[CH:20]=[CH:19][CH:18]=[C:17]([Cl:21])[CH:16]=2)[O:12][N:11]=1)=[N:2][CH3:1].